Dataset: Full USPTO retrosynthesis dataset with 1.9M reactions from patents (1976-2016). Task: Predict the reactants needed to synthesize the given product. (1) Given the product [F:1][C:2]1[CH:3]=[C:4]([C:9]2[C:10]([O:18][CH2:19][C:20]([F:23])([F:22])[F:21])=[N:11][CH:12]=[C:13]([CH:17]=2)[C:14]([NH:32][CH2:31][C:29]2[O:28][N:27]=[C:26]([O:25][CH3:24])[CH:30]=2)=[O:16])[CH:5]=[CH:6][C:7]=1[F:8], predict the reactants needed to synthesize it. The reactants are: [F:1][C:2]1[CH:3]=[C:4]([C:9]2[C:10]([O:18][CH2:19][C:20]([F:23])([F:22])[F:21])=[N:11][CH:12]=[C:13]([CH:17]=2)[C:14]([OH:16])=O)[CH:5]=[CH:6][C:7]=1[F:8].[CH3:24][O:25][C:26]1[CH:30]=[C:29]([CH2:31][NH2:32])[O:28][N:27]=1. (2) Given the product [F:27][C:10]([F:26])([F:9])[C:11]1[CH:16]=[C:15]([Cl:17])[CH:14]=[CH:13][C:12]=1[C:18]1[CH:23]=[CH:22][N:21]=[C:20]([C:24](=[N:7][OH:8])[NH2:25])[CH:19]=1, predict the reactants needed to synthesize it. The reactants are: C(=O)([O-])O.[Na+].Cl.[NH2:7][OH:8].[F:9][C:10]([F:27])([F:26])[C:11]1[CH:16]=[C:15]([Cl:17])[CH:14]=[CH:13][C:12]=1[C:18]1[CH:23]=[CH:22][N:21]=[C:20]([C:24]#[N:25])[CH:19]=1. (3) Given the product [ClH:22].[ClH:22].[CH3:20][C:16]1[N:15]=[C:14]([N:11]2[CH2:12][CH2:13][CH:8]([NH2:7])[CH2:9][CH2:10]2)[CH:19]=[CH:18][N:17]=1, predict the reactants needed to synthesize it. The reactants are: C(OC(=O)[NH:7][CH:8]1[CH2:13][CH2:12][N:11]([C:14]2[CH:19]=[CH:18][N:17]=[C:16]([CH3:20])[N:15]=2)[CH2:10][CH2:9]1)(C)(C)C.[ClH:22]. (4) Given the product [NH2:1][C:2]1[S:3][C:4]2[C:5](=[C:7]([C:12]#[N:13])[CH:8]=[CH:9][CH:10]=2)[N:6]=1, predict the reactants needed to synthesize it. The reactants are: [NH2:1][C:2]1[S:3][C:4]2[CH:10]=[CH:9][CH:8]=[C:7](Br)[C:5]=2[N:6]=1.[C:12]([Cu])#[N:13]. (5) Given the product [Br:4][C:5]1[CH:12]=[C:9]2[C:10]([NH2:11])=[N:3][NH:2][C:8]2=[N:7][CH:6]=1, predict the reactants needed to synthesize it. The reactants are: O.[NH2:2][NH2:3].[Br:4][C:5]1[CH:6]=[N:7][C:8](Cl)=[C:9]([CH:12]=1)[C:10]#[N:11].